This data is from Catalyst prediction with 721,799 reactions and 888 catalyst types from USPTO. The task is: Predict which catalyst facilitates the given reaction. Reactant: C([O:3][C:4]([CH:6]1[CH2:10][CH2:9][CH:8]([CH2:11][NH2:12])[N:7]1[CH2:13][C:14]1[CH:19]=[CH:18][C:17]([F:20])=[CH:16][CH:15]=1)=O)C.C[O-].[Na+]. Product: [F:20][C:17]1[CH:18]=[CH:19][C:14]([CH2:13][N:7]2[CH:8]3[CH2:9][CH2:10][CH:6]2[C:4](=[O:3])[NH:12][CH2:11]3)=[CH:15][CH:16]=1. The catalyst class is: 125.